Predict the product of the given reaction. From a dataset of Forward reaction prediction with 1.9M reactions from USPTO patents (1976-2016). (1) Given the reactants [CH2:1]([C:5]1([N:26]([CH3:28])[CH3:27])[CH2:10][CH2:9][C:8]([C:11]2[NH:12][C:13]3[C:18]([C:19]=2[CH3:20])=[CH:17][C:16]([O:21][C:22]([F:25])([F:24])[F:23])=[CH:15][CH:14]=3)=[CH:7][CH2:6]1)[CH2:2][CH2:3][CH3:4], predict the reaction product. The product is: [CH2:1]([C:5]1([N:26]([CH3:28])[CH3:27])[CH2:6][CH2:7][CH:8]([C:11]2[NH:12][C:13]3[C:18]([C:19]=2[CH3:20])=[CH:17][C:16]([O:21][C:22]([F:25])([F:23])[F:24])=[CH:15][CH:14]=3)[CH2:9][CH2:10]1)[CH2:2][CH2:3][CH3:4]. (2) Given the reactants [CH:1]1[CH:2]=[CH:3][C:4]2[NH:11][C:9](=[O:10])[CH:8]=[C:7]([CH2:12][CH:13]([NH:17][C:18]([C:20]3[CH:21]=[CH:22][C:23]([Cl:26])=[CH:24][CH:25]=3)=[O:19])[C:14]([OH:16])=[O:15])[C:5]=2[CH:6]=1.Br[CH:28]([C:30]1[CH:35]=[CH:34][CH:33]=[CH:32][CH:31]=1)[CH3:29], predict the reaction product. The product is: [Cl:26][C:23]1[CH:24]=[CH:25][C:20]([C:18]([NH:17][CH:13]([CH2:12][C:7]2[C:5]3[C:4](=[CH:3][CH:2]=[CH:1][CH:6]=3)[NH:11][C:9](=[O:10])[CH:8]=2)[C:14]([O:16][CH2:29][CH2:28][C:30]2[CH:35]=[CH:34][CH:33]=[CH:32][CH:31]=2)=[O:15])=[O:19])=[CH:21][CH:22]=1. (3) Given the reactants [NH2:1][C:2]1[N:6]([CH2:7][C:8]2[CH:13]=[CH:12][C:11]([O:14][CH3:15])=[CH:10][CH:9]=2)[N:5]=[N:4][C:3]=1[C:16]([NH2:18])=[O:17].[C:19](=O)(OCC)[O:20]CC.[O-]CC.[Na+], predict the reaction product. The product is: [CH3:15][O:14][C:11]1[CH:10]=[CH:9][C:8]([CH2:7][N:6]2[C:2]3[NH:1][C:19](=[O:20])[NH:18][C:16](=[O:17])[C:3]=3[N:4]=[N:5]2)=[CH:13][CH:12]=1.